Dataset: CYP2C9 inhibition data for predicting drug metabolism from PubChem BioAssay. Task: Regression/Classification. Given a drug SMILES string, predict its absorption, distribution, metabolism, or excretion properties. Task type varies by dataset: regression for continuous measurements (e.g., permeability, clearance, half-life) or binary classification for categorical outcomes (e.g., BBB penetration, CYP inhibition). Dataset: cyp2c9_veith. The molecule is CC(=O)Nc1nc2ccc(Br)cc2s1. The result is 1 (inhibitor).